From a dataset of Full USPTO retrosynthesis dataset with 1.9M reactions from patents (1976-2016). Predict the reactants needed to synthesize the given product. (1) Given the product [CH2:3]([O:10][CH2:12][C:13]([N:15]1[CH2:16][CH2:17][N:18]([S:21]([C:24]2[CH:33]=[CH:32][C:31]3[C:26](=[CH:27][CH:28]=[CH:29][CH:30]=3)[CH:25]=2)(=[O:22])=[O:23])[CH2:19][CH2:20]1)=[O:14])[C:4]1[CH:9]=[CH:8][CH:7]=[CH:6][CH:5]=1, predict the reactants needed to synthesize it. The reactants are: [H-].[Na+].[CH2:3]([OH:10])[C:4]1[CH:9]=[CH:8][CH:7]=[CH:6][CH:5]=1.Cl[CH2:12][C:13]([N:15]1[CH2:20][CH2:19][N:18]([S:21]([C:24]2[CH:33]=[CH:32][C:31]3[C:26](=[CH:27][CH:28]=[CH:29][CH:30]=3)[CH:25]=2)(=[O:23])=[O:22])[CH2:17][CH2:16]1)=[O:14]. (2) Given the product [F:12][C:9]([F:11])([F:10])[C:7]1[CH:6]=[C:5]([C@@H:13]2[C@@H:17]3[CH2:18][CH2:19][CH2:20][C@@H:21]([C:22]4[CH:27]=[C:26]([C:28]([F:31])([F:30])[F:29])[CH:25]=[CH:24][C:23]=4[C:32]4[CH:33]=[C:34]([CH2:40][CH2:41][C:42]5[O:43][C:58](=[O:59])[NH:45][N:44]=5)[CH:35]=[CH:36][C:37]=4[O:38][CH3:39])[N:16]3[C:15](=[O:46])[O:14]2)[CH:4]=[C:3]([C:2]([F:1])([F:47])[F:48])[CH:8]=1, predict the reactants needed to synthesize it. The reactants are: [F:1][C:2]([F:48])([F:47])[C:3]1[CH:4]=[C:5]([C@@H:13]2[C@@H:17]3[CH2:18][CH2:19][CH2:20][C@@H:21]([C:22]4[CH:27]=[C:26]([C:28]([F:31])([F:30])[F:29])[CH:25]=[CH:24][C:23]=4[C:32]4[C:37]([O:38][CH3:39])=[CH:36][CH:35]=[C:34]([CH2:40][CH2:41][C:42]([NH:44][NH2:45])=[O:43])[CH:33]=4)[N:16]3[C:15](=[O:46])[O:14]2)[CH:6]=[C:7]([C:9]([F:12])([F:11])[F:10])[CH:8]=1.CCN(C(C)C)C(C)C.[C:58](Cl)(Cl)=[O:59]. (3) Given the product [Cl:1][C:2]1[CH:7]=[CH:6][C:5]([C:8]2[N:9]([CH2:21][C@H:22]([OH:27])[C:23]([F:26])([F:25])[F:24])[C:10](=[O:20])[N:11]([CH2:13][C:14]3[S:15][C:16]([C:33]4[CH:32]=[CH:31][CH:30]=[C:29]([F:28])[C:34]=4[F:35])=[CH:17][CH:18]=3)[N:12]=2)=[CH:4][CH:3]=1, predict the reactants needed to synthesize it. The reactants are: [Cl:1][C:2]1[CH:7]=[CH:6][C:5]([C:8]2[N:9]([CH2:21][C@H:22]([OH:27])[C:23]([F:26])([F:25])[F:24])[C:10](=[O:20])[N:11]([CH2:13][C:14]3[S:15][C:16](Cl)=[CH:17][CH:18]=3)[N:12]=2)=[CH:4][CH:3]=1.[F:28][C:29]1[C:34]([F:35])=[CH:33][CH:32]=[CH:31][C:30]=1B(O)O.C1(P(C2CCCCC2)C2C=CC=CC=2C2C=CC=CC=2N(C)C)CCCCC1.P([O-])([O-])([O-])=O.[K+].[K+].[K+]. (4) The reactants are: [C:1]([O:4][C@H:5]1[CH2:10][C@H:9]([CH3:11])[CH2:8][CH2:7][C@H:6]1[C:12]([OH:14])=O)(=[O:3])[CH3:2].C(Cl)(=O)C([Cl:18])=O. Given the product [C:1]([O:4][CH:5]1[CH2:10][CH:9]([CH3:11])[CH2:8][CH2:7][CH:6]1[C:12]([Cl:18])=[O:14])(=[O:3])[CH3:2], predict the reactants needed to synthesize it. (5) Given the product [Cl:1][C:2]1[S:3][CH:4]=[C:5]([C:7]([OH:9])=[O:8])[N:6]=1, predict the reactants needed to synthesize it. The reactants are: [Cl:1][C:2]1[S:3][CH:4]=[C:5]([C:7]([O:9]CC)=[O:8])[N:6]=1.C(C1C=CC(C)=C(C=1)OC1OC=C(C(O)=O)N=1)(C)(C)C.